This data is from Forward reaction prediction with 1.9M reactions from USPTO patents (1976-2016). The task is: Predict the product of the given reaction. (1) Given the reactants C[O:2][C:3](=[O:19])[CH2:4][C:5]([S:8][C:9]1[CH:14]=[C:13]([CH3:15])[C:12]([OH:16])=[C:11]([CH3:17])[C:10]=1[CH3:18])([CH3:7])[CH3:6].O.Cl, predict the reaction product. The product is: [OH:16][C:12]1[C:13]([CH3:15])=[CH:14][C:9]([S:8][C:5]([CH3:6])([CH3:7])[CH2:4][C:3]([OH:19])=[O:2])=[C:10]([CH3:18])[C:11]=1[CH3:17]. (2) Given the reactants [CH2:1]([C:4]1[CH:5]=[CH:6][C:7]2[O:8][CH2:9][CH2:10][N:11](C(OC(C)(C)C)=O)[C:12]=2[N:13]=1)[CH:2]=[CH2:3].Br[C:22]1[CH:41]=[CH:40][C:25]([CH2:26][C@@H:27]([C:36]([O:38][CH3:39])=[O:37])[NH:28][C:29]([O:31][C:32]([CH3:35])([CH3:34])[CH3:33])=[O:30])=[CH:24][CH:23]=1.CC1C(P(C2C(C)=CC=CC=2)C2C(C)=CC=CC=2)=CC=CC=1.CCN(C(C)C)C(C)C, predict the reaction product. The product is: [C:32]([O:31][C:29]([NH:28][C@H:27]([C:36]([O:38][CH3:39])=[O:37])[CH2:26][C:25]1[CH:24]=[CH:23][C:22]([CH:3]=[CH:2][CH2:1][C:4]2[CH:5]=[CH:6][C:7]3[O:8][CH2:9][CH2:10][NH:11][C:12]=3[N:13]=2)=[CH:41][CH:40]=1)=[O:30])([CH3:34])([CH3:35])[CH3:33].